From a dataset of NCI-60 drug combinations with 297,098 pairs across 59 cell lines. Regression. Given two drug SMILES strings and cell line genomic features, predict the synergy score measuring deviation from expected non-interaction effect. (1) Drug 1: C(CC(=O)O)C(=O)CN.Cl. Drug 2: CS(=O)(=O)OCCCCOS(=O)(=O)C. Cell line: UACC62. Synergy scores: CSS=10.1, Synergy_ZIP=-3.79, Synergy_Bliss=-0.725, Synergy_Loewe=1.52, Synergy_HSA=1.58. (2) Cell line: NCI-H322M. Synergy scores: CSS=5.54, Synergy_ZIP=6.43, Synergy_Bliss=10.5, Synergy_Loewe=9.63, Synergy_HSA=9.86. Drug 2: CCC1(CC2CC(C3=C(CCN(C2)C1)C4=CC=CC=C4N3)(C5=C(C=C6C(=C5)C78CCN9C7C(C=CC9)(C(C(C8N6C)(C(=O)OC)O)OC(=O)C)CC)OC)C(=O)OC)O.OS(=O)(=O)O. Drug 1: CCC1(CC2CC(C3=C(CCN(C2)C1)C4=CC=CC=C4N3)(C5=C(C=C6C(=C5)C78CCN9C7C(C=CC9)(C(C(C8N6C=O)(C(=O)OC)O)OC(=O)C)CC)OC)C(=O)OC)O.OS(=O)(=O)O.